This data is from Full USPTO retrosynthesis dataset with 1.9M reactions from patents (1976-2016). The task is: Predict the reactants needed to synthesize the given product. Given the product [Br:22][C:20]1[CH:19]=[CH:18][C:10]([C:11]([O:13][C:14]([CH3:17])([CH3:15])[CH3:16])=[O:12])=[C:9]([NH:8][C:27]2[CH:28]=[CH:29][C:24]([F:23])=[CH:25][CH:26]=2)[CH:21]=1, predict the reactants needed to synthesize it. The reactants are: C1(C)C=CC=CC=1.[NH2:8][C:9]1[CH:21]=[C:20]([Br:22])[CH:19]=[CH:18][C:10]=1[C:11]([O:13][C:14]([CH3:17])([CH3:16])[CH3:15])=[O:12].[F:23][C:24]1[CH:29]=[CH:28][C:27](I)=[CH:26][CH:25]=1.C(=O)([O-])[O-].[Cs+].[Cs+].